From a dataset of Full USPTO retrosynthesis dataset with 1.9M reactions from patents (1976-2016). Predict the reactants needed to synthesize the given product. (1) Given the product [N:1]1([C:6]2[N:11]=[CH:10][C:9]([C:12]([OH:14])=[O:13])=[CH:8][CH:7]=2)[CH:5]=[CH:4][CH:3]=[N:2]1, predict the reactants needed to synthesize it. The reactants are: [N:1]1([C:6]2[N:11]=[CH:10][C:9]([C:12]([O:14]CC)=[O:13])=[CH:8][CH:7]=2)[CH:5]=[CH:4][CH:3]=[N:2]1.[OH-].[Li+]. (2) The reactants are: [CH:1]([C:3]1[CH:4]=[CH:5][C:6]2[NH:12][CH:11]([CH2:13][C:14]([O:16][CH3:17])=[O:15])[C:10](=[O:18])[N:9]([CH3:19])[CH2:8][C:7]=2[CH:20]=1)=O.C([O-])(=O)C.[Na+].Cl.Cl.[NH2:28][CH2:29][C:30]1[NH:31][C:32]2[CH:38]=[CH:37][CH:36]=[CH:35][C:33]=2[N:34]=1.C([BH3-])#N.[Na+]. Given the product [N:31]1[C:32]2[CH:38]=[CH:37][CH:36]=[CH:35][C:33]=2[NH:34][C:30]=1[CH2:29][NH:28][CH2:1][C:3]1[CH:4]=[CH:5][C:6]2[NH:12][CH:11]([CH2:13][C:14]([O:16][CH3:17])=[O:15])[C:10](=[O:18])[N:9]([CH3:19])[CH2:8][C:7]=2[CH:20]=1, predict the reactants needed to synthesize it.